Dataset: Forward reaction prediction with 1.9M reactions from USPTO patents (1976-2016). Task: Predict the product of the given reaction. (1) Given the reactants C([O:5][C:6](=[O:39])[CH2:7][CH:8]([NH:11][S:12]([C:15]1[CH:20]=[CH:19][C:18]([NH:21][C:22]([NH:24][CH3:25])=[S:23])=[CH:17][C:16]=1[O:26][CH2:27][CH2:28][C:29]1[CH:38]=[CH:37][CH:36]=[C:35]2[C:30]=1[CH:31]=[CH:32][CH:33]=[N:34]2)(=[O:14])=[O:13])[CH:9]=[O:10])(C)(C)C.[C:40]([OH:46])([C:42]([F:45])([F:44])[F:43])=[O:41], predict the reaction product. The product is: [F:43][C:42]([F:45])([F:44])[C:40]([OH:46])=[O:41].[CH3:25][NH:24][C:22](=[S:23])[NH:21][C:18]1[CH:19]=[CH:20][C:15]([S:12]([NH:11][CH:8]([CH:9]=[O:10])[CH2:7][C:6]([OH:39])=[O:5])(=[O:13])=[O:14])=[C:16]([O:26][CH2:27][CH2:28][C:29]2[CH:38]=[CH:37][CH:36]=[C:35]3[C:30]=2[CH:31]=[CH:32][CH:33]=[N:34]3)[CH:17]=1. (2) Given the reactants [C:1](O)(=[O:5])[CH2:2][CH2:3][CH3:4].CN(C(ON1N=NC2C=CC=NC1=2)=[N+](C)C)C.F[P-](F)(F)(F)(F)F.CN1CCOCC1.[C:38]12(O)[CH2:46][CH:42]([C:43]1([CH3:45])[CH3:44])[CH2:41][CH2:40][C:39]2([OH:48])[CH3:47].C[Si]([N:54]([Si](C)(C)C)[C@H:55]([B:72]([OH:74])O)[CH2:56][C:57]1[CH:62]=[CH:61][CH:60]=[C:59]([C:63]([O:65][C:66]([CH3:69])([CH3:68])[CH3:67])=[O:64])[C:58]=1[O:70][CH3:71])(C)C, predict the reaction product. The product is: [C:66]([O:65][C:63](=[O:64])[C:59]1[CH:60]=[CH:61][CH:62]=[C:57]([CH2:56][CH:55]([NH:54][C:1](=[O:5])[CH2:2][CH2:3][CH3:4])[B:72]2[O:74][CH:40]3[C:39]([CH3:47])([CH:38]4[CH2:46][CH:42]([CH2:41]3)[C:43]4([CH3:45])[CH3:44])[O:48]2)[C:58]=1[O:70][CH3:71])([CH3:67])([CH3:68])[CH3:69]. (3) Given the reactants [CH3:1][C:2]1([CH:23]=O)[CH2:6][O:5][C:4]([C:7]2[CH:8]=[N:9][C:10]([O:13][CH2:14][CH2:15][CH2:16][N:17]3[CH2:21][CH2:20][CH2:19][CH:18]3[CH3:22])=[CH:11][CH:12]=2)=[N:3]1.[NH:25]1[CH2:29][CH2:28][CH2:27][CH2:26]1.C(O[BH-](OC(=O)C)OC(=O)C)(=O)C.[Na+].O, predict the reaction product. The product is: [CH3:1][C:2]1([CH2:23][N:25]2[CH2:29][CH2:28][CH2:27][CH2:26]2)[CH2:6][O:5][C:4]([C:7]2[CH:12]=[CH:11][C:10]([O:13][CH2:14][CH2:15][CH2:16][N:17]3[CH2:21][CH2:20][CH2:19][CH:18]3[CH3:22])=[N:9][CH:8]=2)=[N:3]1. (4) Given the reactants N[CH2:2][C:3]1[CH:17]=[CH:16][C:6]2[N:7]=[C:8]([C:10]3[CH:15]=[CH:14][CH:13]=[CH:12][CH:11]=3)[S:9][C:5]=2[CH:4]=1.BrCC1C=CC2N=C(C3C=CC=CC=3)SC=2C=1.N, predict the reaction product. The product is: [CH3:2][C:3]1[CH:17]=[CH:16][C:6]2[N:7]=[C:8]([C:10]3[CH:15]=[CH:14][CH:13]=[CH:12][CH:11]=3)[S:9][C:5]=2[CH:4]=1. (5) Given the reactants [CH3:1][O:2][C:3]1[CH:4]=[C:5]([CH:7]=[CH:8][C:9]=1[C:10]1[O:14][CH:13]=[N:12][CH:11]=1)[NH2:6].[CH:15](=O)/[CH:16]=[CH:17]/[C:18]1[CH:23]=[CH:22][CH:21]=[CH:20][CH:19]=1, predict the reaction product. The product is: [C:18]1([CH2:17][C:16]([NH:6][C:5]2[CH:7]=[CH:8][C:9]([C:10]3[O:14][CH:13]=[N:12][CH:11]=3)=[C:3]([O:2][CH3:1])[CH:4]=2)=[CH2:15])[CH:23]=[CH:22][CH:21]=[CH:20][CH:19]=1. (6) Given the reactants [CH2:1]([C:8]([OH:17])([C:12]([O:14][CH2:15][CH3:16])=[O:13])[C:9](O)=[O:10])[C:2]1[CH:7]=[CH:6][CH:5]=[CH:4][CH:3]=1.CN(C(O[N:26]1[N:34]=NC2C=CC=NC1=2)=[N+](C)C)C.F[P-](F)(F)(F)(F)F.C(N(C(C)C)CC)(C)C.ONC(=O)CCC(N)=O, predict the reaction product. The product is: [CH2:1]([C:8]([OH:17])([C:9]([NH:26][NH2:34])=[O:10])[C:12]([O:14][CH2:15][CH3:16])=[O:13])[C:2]1[CH:7]=[CH:6][CH:5]=[CH:4][CH:3]=1. (7) Given the reactants Br[C:2]1[C:3]([F:18])=[C:4]([C:9]2[C:10]([C:16]#[N:17])=[CH:11][CH:12]=[CH:13][C:14]=2[F:15])[C:5]([F:8])=[CH:6][CH:7]=1.C([O-])(=O)C.[K+].[B:32]1([B:32]2[O:37][CH2:36][C:35]([CH3:39])(C)[CH2:34][O:33]2)[O:37][CH2:36][C:35](C)([CH3:39])[CH2:34][O:33]1, predict the reaction product. The product is: [CH3:39][C:35]1([CH3:34])[O:33][B:32]([C:2]2[C:3]([F:18])=[C:4]([C:9]3[C:10]([C:16]#[N:17])=[CH:11][CH:12]=[CH:13][C:14]=3[F:15])[C:5]([F:8])=[CH:6][CH:7]=2)[O:37][CH2:36]1. (8) Given the reactants [N:1]1[CH:6]=[CH:5][CH:4]=[C:3]([C:7]#[N:8])[C:2]=1[C:9]1[CH2:10][CH2:11][NH:12][CH2:13][CH:14]=1.ClCC(NC1C(C)=CC=CC=1C)=O.Cl[CH2:29][C:30]([NH:32][C:33]1[CH:38]=[CH:37][CH:36]=[C:35]([Cl:39])[C:34]=1[Cl:40])=[O:31], predict the reaction product. The product is: [C:7]([C:3]1[C:2]([C:9]2[CH2:10][CH2:11][N:12]([CH2:29][C:30]([NH:32][C:33]3[CH:38]=[CH:37][CH:36]=[C:35]([Cl:39])[C:34]=3[Cl:40])=[O:31])[CH2:13][CH:14]=2)=[N:1][CH:6]=[CH:5][CH:4]=1)#[N:8]. (9) The product is: [OH:2][C:3]1[CH:4]=[CH:5][C:6]([O:7][CH2:8][C:9]([O:11][CH2:12][CH3:13])=[O:10])=[CH:14][CH:15]=1. Given the reactants C[O:2][C:3]1[CH:15]=[CH:14][C:6]([O:7][CH2:8][C:9]([O:11][CH2:12][CH3:13])=[O:10])=[CH:5][CH:4]=1.C(S)C.[Cl-].[Al+3].[Cl-].[Cl-].C(=O)([O-])O.[Na+], predict the reaction product.